Dataset: Aqueous solubility values for 9,982 compounds from the AqSolDB database. Task: Regression/Classification. Given a drug SMILES string, predict its absorption, distribution, metabolism, or excretion properties. Task type varies by dataset: regression for continuous measurements (e.g., permeability, clearance, half-life) or binary classification for categorical outcomes (e.g., BBB penetration, CYP inhibition). For this dataset (solubility_aqsoldb), we predict Y. (1) The drug is CC12C=CCC1C1CCC3CC(=O)CCC3(C)C1CC2. The Y is -6.07 log mol/L. (2) The drug is O=S(=O)([O-])c1ccc(Nc2nc(Cl)nc(Cl)n2)cc1.[Na+]. The Y is -1.38 log mol/L. (3) The molecule is CCCCC(CC)COC(=O)CC(CC(=O)OCC(CC)CCCC)(OC(C)=O)C(=O)OCC(CC)CCCC. The Y is -7.06 log mol/L. (4) The drug is NC(CCSSCCC(N)C(=O)O)C(=O)O. The Y is -3.12 log mol/L. (5) The compound is CCOc1cc(OP(=S)(OC)OC)nc(CC)n1. The Y is -3.86 log mol/L. (6) The compound is O=C(OCC(=O)N1CCC(O)CC1)c1ccccc1. The Y is -1.35 log mol/L.